From a dataset of Peptide-MHC class I binding affinity with 185,985 pairs from IEDB/IMGT. Regression. Given a peptide amino acid sequence and an MHC pseudo amino acid sequence, predict their binding affinity value. This is MHC class I binding data. (1) The peptide sequence is HQHLAIMFK. The MHC is HLA-A30:01 with pseudo-sequence HLA-A30:01. The binding affinity (normalized) is 0.851. (2) The peptide sequence is TSACGIFLK. The MHC is HLA-A25:01 with pseudo-sequence HLA-A25:01. The binding affinity (normalized) is 0.0847. (3) The MHC is HLA-A68:23 with pseudo-sequence HLA-A68:23. The binding affinity (normalized) is 1.00. The peptide sequence is SVFEGIRAY. (4) The peptide sequence is KTINALVYF. The MHC is HLA-B15:03 with pseudo-sequence HLA-B15:03. The binding affinity (normalized) is 0.711.